This data is from Catalyst prediction with 721,799 reactions and 888 catalyst types from USPTO. The task is: Predict which catalyst facilitates the given reaction. (1) Reactant: [F:1][C:2]1([F:21])[CH2:6][CH2:5][CH:4]([NH:7][C:8]([NH:10][C:11]([NH:13][CH:14]2[CH2:18][CH2:17][C:16]([F:20])([F:19])[CH2:15]2)=[NH:12])=[NH:9])[CH2:3]1.[CH:22]1([C:25]2[N:30]=[C:29]([C:31](OCC)=O)[CH:28]=[CH:27][CH:26]=2)[CH2:24][CH2:23]1.C[O-].[Na+]. Product: [CH:22]1([C:25]2[N:30]=[C:29]([C:31]3[N:9]=[C:8]([NH:7][CH:4]4[CH2:5][CH2:6][C:2]([F:21])([F:1])[CH2:3]4)[N:10]=[C:11]([NH:13][CH:14]4[CH2:18][CH2:17][C:16]([F:19])([F:20])[CH2:15]4)[N:12]=3)[CH:28]=[CH:27][CH:26]=2)[CH2:24][CH2:23]1. The catalyst class is: 5. (2) Reactant: [C:1]([Si:5]([CH3:21])([CH3:20])[O:6][C@H:7]([C:14]1[CH:19]=[CH:18][CH:17]=[CH:16][CH:15]=1)[CH2:8]OS(C)(=O)=O)([CH3:4])([CH3:3])[CH3:2].[F:22][C:23]1[CH:54]=[CH:53][CH:52]=[C:51]([C:55]([F:58])([F:57])[F:56])[C:24]=1[CH2:25][N:26]1[C:31]([CH3:32])=[C:30]([N:33]2[CH2:38][CH2:37][N:36]([CH2:39][C:40]3[O:41][C:42]([C:45]([F:48])([F:47])[F:46])=[CH:43][CH:44]=3)[CH2:35][CH2:34]2)[C:29](=[O:49])[NH:28][C:27]1=[O:50].C(=O)([O-])[O-].[K+].[K+]. Product: [C:1]([Si:5]([CH3:20])([CH3:21])[O:6][C@H:7]([C:14]1[CH:15]=[CH:16][CH:17]=[CH:18][CH:19]=1)[CH2:8][N:28]1[C:29](=[O:49])[C:30]([N:33]2[CH2:34][CH2:35][N:36]([CH2:39][C:40]3[O:41][C:42]([C:45]([F:46])([F:47])[F:48])=[CH:43][CH:44]=3)[CH2:37][CH2:38]2)=[C:31]([CH3:32])[N:26]([CH2:25][C:24]2[C:51]([C:55]([F:57])([F:58])[F:56])=[CH:52][CH:53]=[CH:54][C:23]=2[F:22])[C:27]1=[O:50])([CH3:2])([CH3:3])[CH3:4]. The catalyst class is: 3. (3) Reactant: [NH2:1][C:2]1[CH:3]=[C:4]([C:8]2([CH2:20][CH3:21])[CH2:13][CH2:12][N:11]([CH2:14][CH2:15][CH2:16][CH2:17][CH2:18][CH3:19])[CH2:10][CH2:9]2)[CH:5]=[CH:6][CH:7]=1.[CH3:22][S:23](Cl)(=[O:25])=[O:24]. Product: [NH3:1].[CH2:20]([C:8]1([C:4]2[CH:5]=[CH:6][CH:7]=[C:2]([NH:1][S:23]([CH3:22])(=[O:25])=[O:24])[CH:3]=2)[CH2:13][CH2:12][N:11]([CH2:14][CH2:15][CH2:16][CH2:17][CH2:18][CH3:19])[CH2:10][CH2:9]1)[CH3:21]. The catalyst class is: 17.